From a dataset of Forward reaction prediction with 1.9M reactions from USPTO patents (1976-2016). Predict the product of the given reaction. (1) Given the reactants [Br:1][C:2]1[C:3](O)=[N:4][CH:5]=[N:6][C:7]=1[C:8]([F:11])([F:10])[F:9].P(Cl)(Cl)([Cl:15])=O.O, predict the reaction product. The product is: [Br:1][C:2]1[C:3]([Cl:15])=[N:4][CH:5]=[N:6][C:7]=1[C:8]([F:11])([F:10])[F:9]. (2) Given the reactants Br[CH2:2][C:3]1[CH:4]=[C:5]2[C:28](=[CH:29][CH:30]=1)[C:9]1=[N:10][O:11][C:12]([C:13]3[C:17]([C:18]([F:21])([F:20])[F:19])=[C:16]([C:22]4[CH:27]=[CH:26][CH:25]=[CH:24][CH:23]=4)[O:15][N:14]=3)=[C:8]1[CH2:7][CH2:6]2.[CH2:31]1[C:34]2([C:38](=[O:39])[NH:37][C:36](=[O:40])[NH:35]2)[CH2:33][NH:32]1.C(OC1C=CC(C2ON=C3C4C(CCC=23)=CC(C=C)=CC=4)=C(C(F)(F)F)C=1)(C)C.C(N(CC)C(C)C)(C)C.C(=O)(O)[O-].[Na+], predict the reaction product. The product is: [C:22]1([C:16]2[O:15][N:14]=[C:13]([C:12]3[O:11][N:10]=[C:9]4[C:28]5[C:5]([CH2:6][CH2:7][C:8]=34)=[CH:4][C:3]([CH2:2][N:32]3[CH2:31][C:34]4([C:38](=[O:39])[NH:37][C:36](=[O:40])[NH:35]4)[CH2:33]3)=[CH:30][CH:29]=5)[C:17]=2[C:18]([F:21])([F:19])[F:20])[CH:27]=[CH:26][CH:25]=[CH:24][CH:23]=1.